Dataset: Reaction yield outcomes from USPTO patents with 853,638 reactions. Task: Predict the reaction yield, written as a fraction of the theoretical maximum amount of product (1.0 means a 100% yield; for example, 0.34 means a 34% yield). (1) The reactants are [Cl:1][C:2]1[CH:7]=[CH:6][C:5]([NH2:8])=[CH:4][C:3]=1[CH2:9][CH2:10][CH2:11][N:12]([CH2:15][CH3:16])[CH2:13][CH3:14].[Cl:17][C:18]1[C:19]([C:35]#[N:36])=[C:20]([CH:32]=[CH:33][CH:34]=1)[O:21][C:22]1[CH:27]=[CH:26][C:25]([S:28](Cl)(=[O:30])=[O:29])=[CH:24][CH:23]=1.Cl. The catalyst is C(Cl)(Cl)Cl.CO.CCOCC. The product is [Cl:17][C:18]1[C:19]([C:35]#[N:36])=[C:20]([CH:32]=[CH:33][CH:34]=1)[O:21][C:22]1[CH:23]=[CH:24][C:25]([S:28]([NH:8][C:5]2[CH:6]=[CH:7][C:2]([Cl:1])=[C:3]([CH2:9][CH2:10][CH2:11][N:12]([CH2:15][CH3:16])[CH2:13][CH3:14])[CH:4]=2)(=[O:29])=[O:30])=[CH:26][CH:27]=1. The yield is 0.130. (2) The reactants are [CH2:1]([NH:8][C:9]([NH:11][N:12]([CH2:14][C:15]([OH:17])=O)[CH3:13])=[O:10])[C:2]1[CH:7]=[CH:6][CH:5]=[CH:4][CH:3]=1.[NH2:18][C@@H:19]([CH2:43][C:44]1[C:49]([CH3:50])=[CH:48][C:47]([OH:51])=[CH:46][C:45]=1[CH3:52])[C:20]([N:22]([C@@H:34]([CH3:42])[CH:35]([O:39][CH2:40][CH3:41])[O:36][CH2:37][CH3:38])[CH2:23][C:24]1[CH:25]=[CH:26][CH:27]=[C:28]2[C:33]=1[N:32]=[CH:31][CH:30]=[CH:29]2)=[O:21].[Cl-].COC1N=C(OC)N=C([N+]2(C)CCOCC2)N=1. The catalyst is ClCCl.CN(C)C=O.C(OCC)(=O)C. The product is [CH2:1]([NH:8][C:9]([NH:11][N:12]([CH2:14][C:15]([NH:18][C@@H:19]([CH2:43][C:44]1[C:49]([CH3:50])=[CH:48][C:47]([OH:51])=[CH:46][C:45]=1[CH3:52])[C:20]([N:22]([C@@H:34]([CH3:42])[CH:35]([O:39][CH2:40][CH3:41])[O:36][CH2:37][CH3:38])[CH2:23][C:24]1[CH:25]=[CH:26][CH:27]=[C:28]2[C:33]=1[N:32]=[CH:31][CH:30]=[CH:29]2)=[O:21])=[O:17])[CH3:13])=[O:10])[C:2]1[CH:3]=[CH:4][CH:5]=[CH:6][CH:7]=1. The yield is 0.500. (3) The product is [C:38]([C:36]1[CH:37]=[C:33]([NH:32][C:31]([NH:1][C@@H:2]2[C:11]3[C:6](=[CH:7][CH:8]=[CH:9][CH:10]=3)[C@H:5]([O:12][C:13]3[CH:18]=[N:17][C:16]([C:19]([N:21]4[CH2:26][CH2:25][O:24][CH2:23][CH2:22]4)=[O:20])=[CH:15][CH:14]=3)[CH2:4][CH2:3]2)=[O:30])[N:34]([C:42]2[CH:47]=[CH:46][C:45]([CH3:48])=[CH:44][CH:43]=2)[N:35]=1)([CH3:41])([CH3:39])[CH3:40]. The catalyst is O1CCOCC1. The yield is 0.300. The reactants are [NH2:1][C@@H:2]1[C:11]2[C:6](=[CH:7][CH:8]=[CH:9][CH:10]=2)[C@H:5]([O:12][C:13]2[CH:14]=[CH:15][C:16]([C:19]([N:21]3[CH2:26][CH2:25][O:24][CH2:23][CH2:22]3)=[O:20])=[N:17][CH:18]=2)[CH2:4][CH2:3]1.ClC(Cl)(Cl)C[O:30][C:31](=O)[NH:32][C:33]1[N:34]([C:42]2[CH:47]=[CH:46][C:45]([CH3:48])=[CH:44][CH:43]=2)[N:35]=[C:36]([C:38]([CH3:41])([CH3:40])[CH3:39])[CH:37]=1.C(N(C(C)C)CC)(C)C.